Dataset: Reaction yield outcomes from USPTO patents with 853,638 reactions. Task: Predict the reaction yield, written as a fraction of the theoretical maximum amount of product (1.0 means a 100% yield; for example, 0.34 means a 34% yield). The catalyst is CO.[Pd]. The yield is 0.960. The reactants are [C:1]([O:5][C:6]([N:8]([C:28]([O:30][C:31]([CH3:34])([CH3:33])[CH3:32])=[O:29])[C:9]1[O:17][C:16]2[C:11](=[N:12][CH:13]=[C:14](/[CH:18]=[CH:19]/[CH2:20][O:21][CH3:22])[CH:15]=2)[C:10]=1[C:23]([O:25][CH2:26][CH3:27])=[O:24])=[O:7])([CH3:4])([CH3:3])[CH3:2]. The product is [C:31]([O:30][C:28]([N:8]([C:6]([O:5][C:1]([CH3:2])([CH3:4])[CH3:3])=[O:7])[C:9]1[O:17][C:16]2[C:11](=[N:12][CH:13]=[C:14]([CH2:18][CH2:19][CH2:20][O:21][CH3:22])[CH:15]=2)[C:10]=1[C:23]([O:25][CH2:26][CH3:27])=[O:24])=[O:29])([CH3:34])([CH3:32])[CH3:33].